From a dataset of Catalyst prediction with 721,799 reactions and 888 catalyst types from USPTO. Predict which catalyst facilitates the given reaction. (1) Reactant: CC(C)([O-])C.[K+].[CH3:7][C:8]1[CH:13]=[CH:12][N:11]=[CH:10][C:9]=1[NH2:14].[C:15](=O)([O:18]C)[O:16][CH3:17].O. Product: [CH3:7][C:8]1[CH:13]=[CH:12][N:11]=[CH:10][C:9]=1[NH:14][C:15](=[O:18])[O:16][CH3:17]. The catalyst class is: 54. (2) Reactant: C([O:8][C:9]1[CH:10]=[CH:11][C:12]2[C:13]3[N:21]([CH2:22][C:23]([NH:26][C:27]([NH:29][CH:30]([CH3:32])[CH3:31])=[O:28])([CH3:25])[CH3:24])[C:20]([CH2:33][O:34][CH2:35][CH3:36])=[N:19][C:14]=3[CH:15]=[N:16][C:17]=2[CH:18]=1)C1C=CC=CC=1. Product: [CH2:35]([O:34][CH2:33][C:20]1[N:21]([CH2:22][C:23]([NH:26][C:27]([NH:29][CH:30]([CH3:31])[CH3:32])=[O:28])([CH3:25])[CH3:24])[C:13]2[C:12]3[CH:11]=[CH:10][C:9]([OH:8])=[CH:18][C:17]=3[N:16]=[CH:15][C:14]=2[N:19]=1)[CH3:36]. The catalyst class is: 63. (3) Reactant: [CH3:1][C:2]1[CH:3]=[CH:4][CH:5]=[C:6]2[C:10]=1[N:9]([CH2:11][CH2:12][O:13][C:14]([F:17])([F:16])[F:15])[CH:8]=[C:7]2[C:18]([OH:20])=O.Cl.[F:22][C:23]([F:42])([F:41])[C:24]([NH:26][CH2:27][C:28]1[CH:33]=[CH:32][C:31]([F:34])=[C:30]([CH:35]2[CH2:40][CH2:39][NH:38][CH2:37][CH2:36]2)[CH:29]=1)=[O:25].CCN=C=NCCCN(C)C.CCN(CC)CC. Product: [F:41][C:23]([F:22])([F:42])[C:24]([NH:26][CH2:27][C:28]1[CH:33]=[CH:32][C:31]([F:34])=[C:30]([CH:35]2[CH2:40][CH2:39][N:38]([C:18]([C:7]3[C:6]4[C:10](=[C:2]([CH3:1])[CH:3]=[CH:4][CH:5]=4)[N:9]([CH2:11][CH2:12][O:13][C:14]([F:17])([F:16])[F:15])[CH:8]=3)=[O:20])[CH2:37][CH2:36]2)[CH:29]=1)=[O:25]. The catalyst class is: 91.